Binary Classification. Given a T-cell receptor sequence (or CDR3 region) and an epitope sequence, predict whether binding occurs between them. From a dataset of TCR-epitope binding with 47,182 pairs between 192 epitopes and 23,139 TCRs. Result: 0 (the TCR does not bind to the epitope). The epitope is AMFWSVPTV. The TCR CDR3 sequence is CATTGTYGYTF.